This data is from Forward reaction prediction with 1.9M reactions from USPTO patents (1976-2016). The task is: Predict the product of the given reaction. (1) Given the reactants [Al+3].[Cl-].[Cl-].[Cl-].[N+:5]([C:8]1[CH:9]=[C:10]([CH:14]=[CH:15][CH:16]=1)[C:11](Cl)=[O:12])([O-:7])=[O:6].[NH:17]1[C:25]2[C:20](=[CH:21][CH:22]=[CH:23][CH:24]=2)[CH2:19][C:18]1=[O:26], predict the reaction product. The product is: [N+:5]([C:8]1[CH:9]=[C:10]([CH:14]=[CH:15][CH:16]=1)[C:11]([C:22]1[CH:21]=[C:20]2[C:25](=[CH:24][CH:23]=1)[NH:17][C:18](=[O:26])[CH2:19]2)=[O:12])([O-:7])=[O:6]. (2) Given the reactants Cl[C:2]1[C:11]2[C:6](=[CH:7][C:8]([S:12]([N:15]([CH2:21][C:22]3[CH:27]=[CH:26][C:25]([O:28][CH3:29])=[CH:24][C:23]=3[O:30][CH3:31])[C:16]3[S:17][CH:18]=[CH:19][N:20]=3)(=[O:14])=[O:13])=[CH:9][CH:10]=2)[C:5]([F:32])=[CH:4][N:3]=1.[OH:33][C:34]1[CH:39]=[CH:38][CH:37]=[CH:36][C:35]=1B(O)O.C(=O)([O-])[O-].[K+].[K+].O1CCOCC1, predict the reaction product. The product is: [CH3:31][O:30][C:23]1[CH:24]=[C:25]([O:28][CH3:29])[CH:26]=[CH:27][C:22]=1[CH2:21][N:15]([C:16]1[S:17][CH:18]=[CH:19][N:20]=1)[S:12]([C:8]1[CH:7]=[C:6]2[C:11](=[CH:10][CH:9]=1)[C:2]([C:35]1[CH:36]=[CH:37][CH:38]=[CH:39][C:34]=1[OH:33])=[N:3][CH:4]=[C:5]2[F:32])(=[O:13])=[O:14]. (3) The product is: [CH:1]1([N:5]2[CH2:11][CH2:10][C:9]3[S:12][C:13]([CH:15]4[CH2:20][CH2:19][N:18]([C:29]([C:26]5[CH:25]=[CH:24][C:23]([C:21]#[N:22])=[N:28][CH:27]=5)=[O:30])[CH2:17][CH2:16]4)=[N:14][C:8]=3[CH2:7][CH2:6]2)[CH2:2][CH2:3][CH2:4]1. Given the reactants [CH:1]1([N:5]2[CH2:11][CH2:10][C:9]3[S:12][C:13]([CH:15]4[CH2:20][CH2:19][NH:18][CH2:17][CH2:16]4)=[N:14][C:8]=3[CH2:7][CH2:6]2)[CH2:4][CH2:3][CH2:2]1.[C:21]([C:23]1[N:28]=[CH:27][C:26]([C:29](O)=[O:30])=[CH:25][CH:24]=1)#[N:22], predict the reaction product. (4) Given the reactants FC(F)(F)C(O)=O.FC(F)(F)C(O)=O.[NH2:15][CH2:16][C@H:17]1[CH2:22][CH2:21][C@H:20]([N:23]2[C:27]3=[C:28]4[S:34][CH:33]=[CH:32][C:29]4=[N:30][CH:31]=[C:26]3[N:25]=[C:24]2[C@H:35]([OH:37])[CH3:36])[CH2:19][CH2:18]1.C(N(CC)CC)C.Cl[C:46]([O:48][CH2:49][CH2:50][CH3:51])=[O:47], predict the reaction product. The product is: [CH2:49]([O:48][C:46](=[O:47])[NH:15][CH2:16][C@H:17]1[CH2:22][CH2:21][C@H:20]([N:23]2[C:27]3=[C:28]4[S:34][CH:33]=[CH:32][C:29]4=[N:30][CH:31]=[C:26]3[N:25]=[C:24]2[C@H:35]([OH:37])[CH3:36])[CH2:19][CH2:18]1)[CH2:50][CH3:51]. (5) Given the reactants [CH3:1][O:2][C:3]1[C:4]2[NH:21][N:20]=[CH:19][C:5]=2[N:6]=[C:7]([N:9]2[CH:13]=[C:12]([C:14]([O:16][CH2:17][CH3:18])=[O:15])[CH:11]=[N:10]2)[N:8]=1.[Si:22]([O:29][C@@H:30]1[CH2:35][CH2:34][C@H:33]([CH2:36]O)[CH2:32][CH2:31]1)([C:25]([CH3:28])([CH3:27])[CH3:26])([CH3:24])[CH3:23].C1(P(C2C=CC=CC=2)C2C=CC=CC=2)C=CC=CC=1.N(C(OC(C)C)=O)=NC(OC(C)C)=O, predict the reaction product. The product is: [Si:22]([O:29][C@@H:30]1[CH2:31][CH2:32][C@H:33]([CH2:36][N:21]2[C:4]3[C:3]([O:2][CH3:1])=[N:8][C:7]([N:9]4[CH:13]=[C:12]([C:14]([O:16][CH2:17][CH3:18])=[O:15])[CH:11]=[N:10]4)=[N:6][C:5]=3[CH:19]=[N:20]2)[CH2:34][CH2:35]1)([C:25]([CH3:28])([CH3:27])[CH3:26])([CH3:24])[CH3:23]. (6) Given the reactants [Br:1][CH2:2][C:3]([CH3:7])=[CH:4][CH2:5]Br.[C:8]([O-:16])(=[O:15])[C:9]1[CH:14]=[CH:13][CH:12]=[CH:11][CH:10]=1.[Na+].O, predict the reaction product. The product is: [C:8]([O:16][CH2:5][CH:4]=[C:3]([CH3:7])[CH2:2][Br:1])(=[O:15])[C:9]1[CH:14]=[CH:13][CH:12]=[CH:11][CH:10]=1. (7) Given the reactants [C:1]([O:5][C:6](=[O:35])[NH:7][C:8]1([C:12]2[CH:17]=[CH:16][C:15]([C:18]3[N:19]=[C:20]4[CH:25]=[CH:24][C:23]([CH2:26][OH:27])=[CH:22][N:21]4[C:28]=3[C:29]3[CH:34]=[CH:33][CH:32]=[CH:31][CH:30]=3)=[CH:14][CH:13]=2)[CH2:11][CH2:10][CH2:9]1)([CH3:4])([CH3:3])[CH3:2].[H-].[Na+].[CH3:38]I, predict the reaction product. The product is: [C:1]([O:5][C:6](=[O:35])[NH:7][C:8]1([C:12]2[CH:13]=[CH:14][C:15]([C:18]3[N:19]=[C:20]4[CH:25]=[CH:24][C:23]([CH2:26][O:27][CH3:38])=[CH:22][N:21]4[C:28]=3[C:29]3[CH:30]=[CH:31][CH:32]=[CH:33][CH:34]=3)=[CH:16][CH:17]=2)[CH2:11][CH2:10][CH2:9]1)([CH3:4])([CH3:2])[CH3:3]. (8) Given the reactants Cl[C:2]1[CH:7]=[CH:6][C:5]([N+:8]([O-:10])=[O:9])=[CH:4][N:3]=1.[F:11][C:12]1[CH:13]=[C:14]([OH:18])[CH:15]=[CH:16][CH:17]=1, predict the reaction product. The product is: [F:11][C:12]1[CH:13]=[C:14]([CH:15]=[CH:16][CH:17]=1)[O:18][C:2]1[CH:7]=[CH:6][C:5]([N+:8]([O-:10])=[O:9])=[CH:4][N:3]=1.